From a dataset of Retrosynthesis with 50K atom-mapped reactions and 10 reaction types from USPTO. Predict the reactants needed to synthesize the given product. Given the product CC(C)S(=O)(=O)NCC(C)(O)c1ccc(N(CCN)Cc2ccccc2)cc1, predict the reactants needed to synthesize it. The reactants are: CC(C)S(=O)(=O)NCC(C)(O)c1ccc(N(CC#N)Cc2ccccc2)cc1.